From a dataset of Full USPTO retrosynthesis dataset with 1.9M reactions from patents (1976-2016). Predict the reactants needed to synthesize the given product. Given the product [Br:18][C:10]1[C:3]2[C:2]([Cl:1])=[N:7][CH:6]=[N:5][C:4]=2[NH:8][CH:9]=1, predict the reactants needed to synthesize it. The reactants are: [Cl:1][C:2]1[C:3]2[CH:10]=[CH:9][NH:8][C:4]=2[N:5]=[CH:6][N:7]=1.C1C(=O)N([Br:18])C(=O)C1.